This data is from Forward reaction prediction with 1.9M reactions from USPTO patents (1976-2016). The task is: Predict the product of the given reaction. Given the reactants [C:1]1([CH:7]2[O:11][N:10]=[C:9]([C:12]3[N:13]=[C:14]([CH:17]4[CH2:22][CH2:21][NH:20][CH2:19][CH2:18]4)[S:15][CH:16]=3)[CH2:8]2)[CH:6]=[CH:5][CH:4]=[CH:3][CH:2]=1.C(N(CC)CC)C.Cl[C:31]([O:33][C:34]1[CH:39]=[CH:38][CH:37]=[CH:36][CH:35]=1)=[O:32], predict the reaction product. The product is: [C:1]1([CH:7]2[O:11][N:10]=[C:9]([C:12]3[N:13]=[C:14]([CH:17]4[CH2:22][CH2:21][N:20]([C:31]([O:33][C:34]5[CH:39]=[CH:38][CH:37]=[CH:36][CH:35]=5)=[O:32])[CH2:19][CH2:18]4)[S:15][CH:16]=3)[CH2:8]2)[CH:2]=[CH:3][CH:4]=[CH:5][CH:6]=1.